Dataset: Tyrosyl-DNA phosphodiesterase HTS with 341,365 compounds. Task: Binary Classification. Given a drug SMILES string, predict its activity (active/inactive) in a high-throughput screening assay against a specified biological target. (1) The drug is Clc1c(N2CCN(CC2)C(=O)C)ccc(NC(=O)c2c(F)c(F)c(OC)c(F)c2F)c1. The result is 0 (inactive). (2) The compound is S(=O)(=O)(N(Cc1cc2c([nH]c1=O)c(ccc2)C)CCC)C. The result is 0 (inactive). (3) The drug is Clc1c(OCC(=O)N2C(c3c(CC2)cc(OC)c(OC)c3)COc2ccc(OC)cc2)ccc(Cl)c1. The result is 0 (inactive). (4) The compound is O(CCNC(=O)c1cc(OC)cc(OC)c1)c1ccccc1. The result is 0 (inactive). (5) The molecule is O1c2c(OC1)ccc(NC(=O)c1n(ncc1)C)c2. The result is 0 (inactive). (6) The drug is S(c1ccc(CCNC(=O)c2c(n(nc2C)c2ccc(F)cc2)n2cccc2)cc1)C. The result is 0 (inactive).